This data is from Full USPTO retrosynthesis dataset with 1.9M reactions from patents (1976-2016). The task is: Predict the reactants needed to synthesize the given product. (1) Given the product [O:24]1[CH:15]([CH3:16])[CH:14]1[CH2:13][O:12][C:11]1[CH:17]=[CH:18][C:8]([C:6]([O:5][C:1]([CH3:2])([CH3:4])[CH3:3])=[O:7])=[CH:9][CH:10]=1, predict the reactants needed to synthesize it. The reactants are: [C:1]([O:5][C:6]([C:8]1[CH:18]=[CH:17][C:11]([O:12][CH2:13]/[CH:14]=[CH:15]/[CH3:16])=[CH:10][CH:9]=1)=[O:7])([CH3:4])([CH3:3])[CH3:2].ClC1C=C(C=CC=1)C(OO)=[O:24]. (2) The reactants are: [OH:1][CH2:2][C@@H:3]1[CH2:8][N:7]([CH2:9][C:10]2[N:11]=[C:12]([CH3:15])[O:13][CH:14]=2)[CH2:6][CH2:5][N:4]1[C:16]([O:18][C:19]([CH3:22])([CH3:21])[CH3:20])=[O:17].[H-].[Na+].I[CH3:26]. Given the product [CH3:26][O:1][CH2:2][C@@H:3]1[CH2:8][N:7]([CH2:9][C:10]2[N:11]=[C:12]([CH3:15])[O:13][CH:14]=2)[CH2:6][CH2:5][N:4]1[C:16]([O:18][C:19]([CH3:22])([CH3:21])[CH3:20])=[O:17], predict the reactants needed to synthesize it. (3) Given the product [C:1]([O:5][C:6]([N:8]1[CH2:13][CH2:12][CH:11]([C:14]#[C:15][C:16]2[C:21]([Cl:22])=[CH:20][N:19]=[C:18]([C:26]3[CH:27]=[CH:28][C:29]([C:31]([O:33][CH3:34])=[O:32])=[CH:30][C:25]=3[F:24])[CH:17]=2)[CH2:10][CH2:9]1)=[O:7])([CH3:4])([CH3:3])[CH3:2], predict the reactants needed to synthesize it. The reactants are: [C:1]([O:5][C:6]([N:8]1[CH2:13][CH2:12][CH:11]([C:14]#[C:15][C:16]2[C:21]([Cl:22])=[CH:20][N:19]=[C:18](Cl)[CH:17]=2)[CH2:10][CH2:9]1)=[O:7])([CH3:4])([CH3:3])[CH3:2].[F:24][C:25]1[CH:30]=[C:29]([C:31]([O:33][CH3:34])=[O:32])[CH:28]=[CH:27][C:26]=1B(O)O.